Task: Predict the product of the given reaction.. Dataset: Forward reaction prediction with 1.9M reactions from USPTO patents (1976-2016) (1) Given the reactants [F:1][C:2]1[CH:7]=[C:6]([F:8])[CH:5]=[C:4]([F:9])[C:3]=1[OH:10].Br[C:12]([CH3:19])([CH3:18])[C:13]([O:15]CC)=[O:14].C(=O)([O-])[O-].[K+].[K+].[OH-].[Na+], predict the reaction product. The product is: [CH3:18][C:12]([O:10][C:3]1[C:2]([F:1])=[CH:7][C:6]([F:8])=[CH:5][C:4]=1[F:9])([CH3:19])[C:13]([OH:15])=[O:14]. (2) Given the reactants [Br:1][C:2]1[CH:3]=[C:4]([CH2:7][NH:8][C:9]([C:12]2[C:16]([NH:17][CH2:18][CH2:19][O:20][CH3:21])=[N:15][O:14][N:13]=2)=[N:10][OH:11])[O:5][CH:6]=1.[C:22](N1C=CN=C1)(N1C=CN=C1)=[O:23], predict the reaction product. The product is: [Br:1][C:2]1[CH:3]=[C:4]([CH2:7][N:8]2[C:22](=[O:23])[O:11][N:10]=[C:9]2[C:12]2[C:16]([NH:17][CH2:18][CH2:19][O:20][CH3:21])=[N:15][O:14][N:13]=2)[O:5][CH:6]=1. (3) Given the reactants [CH3:1][C:2]1[C:7]([O:8][C:9]2[CH:14]=[CH:13][N:12]=[C:11]([NH:15][C:16]3[CH:21]=[CH:20][CH:19]=[C:18]([CH2:22][N:23]4[CH2:28][CH2:27][NH:26][CH2:25][CH2:24]4)[CH:17]=3)[CH:10]=2)=[CH:6][CH:5]=[C:4]([CH3:29])[N:3]=1.[C:30]([O:34][C:35]([NH:37][CH2:38][CH2:39][C:40](O)=[O:41])=[O:36])([CH3:33])([CH3:32])[CH3:31].CN(C(ON1N=NC2C=CC=CC1=2)=[N+](C)C)C.F[P-](F)(F)(F)(F)F.CCN(C(C)C)C(C)C, predict the reaction product. The product is: [CH3:1][C:2]1[C:7]([O:8][C:9]2[CH:14]=[CH:13][N:12]=[C:11]([NH:15][C:16]3[CH:17]=[C:18]([CH2:22][N:23]4[CH2:28][CH2:27][N:26]([C:40](=[O:41])[CH2:39][CH2:38][NH:37][C:35](=[O:36])[O:34][C:30]([CH3:31])([CH3:32])[CH3:33])[CH2:25][CH2:24]4)[CH:19]=[CH:20][CH:21]=3)[CH:10]=2)=[CH:6][CH:5]=[C:4]([CH3:29])[N:3]=1. (4) Given the reactants [Br:1][C:2]1[CH:7]=[CH:6][CH:5]=[C:4]([N+:8]([O-:10])=[O:9])[C:3]=1[CH3:11].C1C(=O)N([Br:19])C(=O)C1, predict the reaction product. The product is: [Br:1][C:2]1[CH:7]=[CH:6][CH:5]=[C:4]([N+:8]([O-:10])=[O:9])[C:3]=1[CH2:11][Br:19]. (5) Given the reactants [C:1]([O:5][C:6]([N:8]1[CH2:11][CH:10]([O:12][C:13]2[CH:18]=[C:17]([Cl:19])[CH:16]=[CH:15][C:14]=2[O:20][CH:21]([C:28]([O:30]C)=[O:29])[C:22]2[CH:27]=[CH:26][CH:25]=[CH:24][CH:23]=2)[CH2:9]1)=[O:7])([CH3:4])([CH3:3])[CH3:2].[OH-].[Na+].OS([O-])(=O)=O.[K+], predict the reaction product. The product is: [C:1]([O:5][C:6]([N:8]1[CH2:11][CH:10]([O:12][C:13]2[CH:18]=[C:17]([Cl:19])[CH:16]=[CH:15][C:14]=2[O:20][CH:21]([C:28]([OH:30])=[O:29])[C:22]2[CH:23]=[CH:24][CH:25]=[CH:26][CH:27]=2)[CH2:9]1)=[O:7])([CH3:4])([CH3:2])[CH3:3].